Dataset: Full USPTO retrosynthesis dataset with 1.9M reactions from patents (1976-2016). Task: Predict the reactants needed to synthesize the given product. (1) Given the product [Cl:38][C:6]1[C:5]([CH:3]2[CH2:2][N:1]([CH:41]3[CH2:42][O:39][CH2:40]3)[CH2:4]2)=[CH:10][C:9]([C:11]#[N:12])=[CH:8][C:7]=1[NH:13][C:14]1[N:19]=[C:18]([NH:20][CH:30]2[CH2:32][CH2:31]2)[C:17]2=[N:33][CH:34]=[C:35]([C:36]#[N:37])[N:16]2[N:15]=1, predict the reactants needed to synthesize it. The reactants are: [NH:1]1[CH2:4][CH:3]([C:5]2[C:6]([Cl:38])=[C:7]([NH:13][C:14]3[N:19]=[C:18]([N:20]([CH:30]4[CH2:32][CH2:31]4)CC4C=CC(OC)=CC=4)[C:17]4=[N:33][CH:34]=[C:35]([C:36]#[N:37])[N:16]4[N:15]=3)[CH:8]=[C:9]([C:11]#[N:12])[CH:10]=2)[CH2:2]1.[O:39]1[CH2:42][C:41](=O)[CH2:40]1. (2) Given the product [CH2:1]([O:8][C:9]1[CH:18]=[CH:17][CH:16]=[C:15]2[C:10]=1[CH2:11][CH2:12][CH2:13][C@@H:14]2[C:19]([N:21]([CH2:22][C:23]1[CH:24]=[N:25][N:26]([CH2:42][CH3:43])[CH:27]=1)[C:28]1[CH:29]=[N:30][C:31]([CH:34]([CH3:36])[CH3:35])=[CH:32][CH:33]=1)=[O:20])[C:2]1[CH:7]=[CH:6][CH:5]=[CH:4][CH:3]=1, predict the reactants needed to synthesize it. The reactants are: [CH2:1]([O:8][C:9]1[CH:18]=[CH:17][CH:16]=[C:15]2[C:10]=1[CH2:11][CH2:12][CH2:13][C@@H:14]2[C:19]([N:21]([C:28]1[CH:29]=[N:30][C:31]([CH:34]([CH3:36])[CH3:35])=[CH:32][CH:33]=1)[CH2:22][C:23]1[CH:24]=[N:25][NH:26][CH:27]=1)=[O:20])[C:2]1[CH:7]=[CH:6][CH:5]=[CH:4][CH:3]=1.C(Cl)Cl.[OH-].[Na+].[CH2:42](I)[CH3:43].